From a dataset of Forward reaction prediction with 1.9M reactions from USPTO patents (1976-2016). Predict the product of the given reaction. (1) Given the reactants C(OC(=O)[NH:7][C:8]1[CH:13]=[C:12]([CH3:14])[C:11]([Cl:15])=[CH:10][C:9]=1[NH2:16])(C)(C)C.C(O[C:23](=[O:41])[CH2:24][C:25]([C:27]1[CH:32]=[CH:31][CH:30]=[C:29]([C:33]2[CH:38]=[C:37]([CH3:39])[N:36]=[C:35]([NH2:40])[N:34]=2)[CH:28]=1)=O)(C)(C)C, predict the reaction product. The product is: [NH2:40][C:35]1[N:34]=[C:33]([C:29]2[CH:28]=[C:27]([C:25]3[CH2:24][C:23](=[O:41])[NH:16][C:9]4[CH:10]=[C:11]([Cl:15])[C:12]([CH3:14])=[CH:13][C:8]=4[N:7]=3)[CH:32]=[CH:31][CH:30]=2)[CH:38]=[C:37]([CH3:39])[N:36]=1. (2) Given the reactants [N+:1]([C:4]1[CH:5]=[C:6](O)[CH:7]=[CH:8][CH:9]=1)([O-:3])=[O:2].C([O-])([O-])=O.[K+].[K+].[Na+].[I-], predict the reaction product. The product is: [N+:1]([C:4]1[CH:5]=[CH:6][CH:7]=[CH:8][CH:9]=1)([O-:3])=[O:2].